From a dataset of Forward reaction prediction with 1.9M reactions from USPTO patents (1976-2016). Predict the product of the given reaction. (1) Given the reactants [CH2:1]([CH:3]1[CH2:12][C:11]2[C:6](=[CH:7][C:8]([O:21][CH3:22])=[C:9]([O:13][CH2:14][C:15]3[CH:20]=[CH:19][CH:18]=[CH:17][CH:16]=3)[CH:10]=2)[CH2:5][NH:4]1)[CH3:2].CCN(C(C)C)C(C)C.[CH3:32][O:33][C:34]1[CH:35]=[C:36]([CH:39]=[C:40]([O:44][CH3:45])[C:41]=1[O:42][CH3:43])[CH2:37]Cl.[Cl-].[NH4+], predict the reaction product. The product is: [CH2:1]([CH:3]1[CH2:12][CH:11]2[C:6](=[CH:7][C:8]([O:21][CH3:22])=[C:9]([O:13][CH2:14][C:15]3[CH:20]=[CH:19][CH:18]=[CH:17][CH:16]=3)[CH2:10]2)[CH2:5][N:4]1[CH2:37][C:36]1[CH:39]=[C:40]([O:44][CH3:45])[C:41]([O:42][CH3:43])=[C:34]([O:33][CH3:32])[CH:35]=1)[CH3:2]. (2) Given the reactants [CH:1]1[CH:2]=[CH:3][C:4]([Cl:15])=[C:5]([C:7]2([NH2:14])[C:12](=[O:13])[CH2:11][CH2:10][CH2:9][CH2:8]2)[CH:6]=1.[C:16]([O-:19])([O-])=[O:17].[Na+].[Na+].ClC([O:25][C:26]1[CH:31]=[CH:30][C:29]([N+:32]([O-:34])=[O:33])=[CH:28][CH:27]=1)=O, predict the reaction product. The product is: [N+:32]([C:29]1[CH:30]=[CH:31][C:26]([O:25][NH:14][C:16](=[O:17])[O-:19])=[CH:27][CH:28]=1)([O-:34])=[O:33].[CH:1]1[CH:2]=[CH:3][C:4]([Cl:15])=[C:5]([C:7]2([NH2:14])[C:12](=[O:13])[CH2:11][CH2:10][CH2:9][CH2:8]2)[CH:6]=1. (3) Given the reactants [OH:1][C:2]1[CH:7]=[CH:6][C:5]([CH2:8][C:9]([O:11][CH2:12][CH3:13])=[O:10])=[CH:4][CH:3]=1.Cl.Cl[CH2:16][C:17]1[C:18]([CH3:23])=[N:19][CH:20]=[CH:21][CH:22]=1, predict the reaction product. The product is: [CH3:23][C:18]1[C:17]([CH2:16][O:1][C:2]2[CH:3]=[CH:4][C:5]([CH2:8][C:9]([O:11][CH2:12][CH3:13])=[O:10])=[CH:6][CH:7]=2)=[CH:22][CH:21]=[CH:20][N:19]=1. (4) Given the reactants O[C:2]1[C:6]2[CH:7]=[CH:8][C:9]([Cl:11])=[CH:10][C:5]=2[O:4][N:3]=1.P(Cl)(Cl)([Cl:14])=O, predict the reaction product. The product is: [Cl:14][C:2]1[C:6]2[CH:7]=[CH:8][C:9]([Cl:11])=[CH:10][C:5]=2[O:4][N:3]=1. (5) Given the reactants Br[CH:2]([CH2:6][CH2:7][CH2:8][CH3:9])[C:3]([OH:5])=[O:4].[F:10][C:11]1[CH:12]=[C:13]([OH:18])[CH:14]=[CH:15][C:16]=1[F:17].[NH2:19][C:20]1[S:21][CH:22]=[CH:23][N:24]=1, predict the reaction product. The product is: [F:10][C:11]1[CH:12]=[C:13]([CH:14]=[CH:15][C:16]=1[F:17])[O:18][CH:2]([CH2:6][CH2:7][CH2:8][CH3:9])[C:3]([OH:5])=[O:4].[F:10][C:11]1[CH:12]=[C:13]([CH:14]=[CH:15][C:16]=1[F:17])[O:18][CH:2]([CH2:6][CH2:7][CH2:8][CH3:9])[C:3]([NH:19][C:20]1[S:21][CH:22]=[CH:23][N:24]=1)=[O:4]. (6) Given the reactants [C:1]([CH2:4][C:5]1[C:6]([F:15])=[C:7]([F:14])[CH:8]=[CH:9][C:10]=1[N+:11]([O-:13])=[O:12])(=[O:3])[CH3:2].O.[O-2].[O-2].[O-2].O=[Si]=O.O=[Si]=O.O=[Si]=O.O=[Si]=O.[Al+3].[Al+3].[CH:34](OC)(OC)[O:35]C.[CH2:41](Cl)Cl, predict the reaction product. The product is: [F:14][C:7]1[CH:8]=[CH:9][C:10]([N+:11]([O-:13])=[O:12])=[C:5]([CH2:4][C:1]([O:35][CH3:34])([O:3][CH3:41])[CH3:2])[C:6]=1[F:15]. (7) Given the reactants O=[C:2]1[CH2:7][CH2:6][CH2:5][CH2:4][CH:3]1[C:8]([O:10]CC)=O.Cl.[Cl:14][C:15]1[CH:23]=[CH:22][C:18]([C:19]([NH2:21])=[NH:20])=[CH:17][CH:16]=1.CC([O-])(C)C.[K+], predict the reaction product. The product is: [Cl:14][C:15]1[CH:23]=[CH:22][C:18]([C:19]2[N:21]=[C:8]([OH:10])[C:3]3[CH2:4][CH2:5][CH2:6][CH2:7][C:2]=3[N:20]=2)=[CH:17][CH:16]=1. (8) Given the reactants [NH2:1][CH:2]1[C:11]2[C:6](=[CH:7][CH:8]=[C:9]([NH:12][C:13]([C:15]3[C:24](=[O:25])[C:23]4[C:18](=[CH:19][CH:20]=[CH:21][CH:22]=4)[NH:17][CH:16]=3)=[O:14])[CH:10]=2)[CH2:5][CH2:4][CH2:3]1.CCN(C(C)C)C(C)C.Cl[C:36]([O:38][CH3:39])=[O:37].N1CCCCC1, predict the reaction product. The product is: [CH3:39][O:38][C:36]([NH:1][CH:2]1[C:11]2[C:6](=[CH:7][CH:8]=[C:9]([NH:12][C:13]([C:15]3[C:24](=[O:25])[C:23]4[C:18](=[CH:19][CH:20]=[CH:21][CH:22]=4)[NH:17][CH:16]=3)=[O:14])[CH:10]=2)[CH2:5][CH2:4][CH2:3]1)=[O:37]. (9) Given the reactants [O:1]1[C:5]2[CH:6]=[CH:7][C:8]([CH:10]=[C:11]3[S:15][C:14](=[S:16])[NH:13][C:12]3=[O:17])=[CH:9][C:4]=2[O:3][CH2:2]1.[CH3:18]CN(C(C)C)C(C)C.CI.CCOC(C)=O, predict the reaction product. The product is: [O:1]1[C:5]2[CH:6]=[CH:7][C:8]([CH:10]=[C:11]3[S:15][C:14]([S:16][CH3:18])=[N:13][C:12]3=[O:17])=[CH:9][C:4]=2[O:3][CH2:2]1.